This data is from Full USPTO retrosynthesis dataset with 1.9M reactions from patents (1976-2016). The task is: Predict the reactants needed to synthesize the given product. Given the product [Br:1][C:2]1[CH:3]=[C:4]2[C:9](=[CH:10][CH:11]=1)/[C:8](=[N:13]/[OH:14])/[CH2:7][CH2:6][CH2:5]2, predict the reactants needed to synthesize it. The reactants are: [Br:1][C:2]1[CH:3]=[C:4]2[C:9](=[CH:10][CH:11]=1)[C:8](=O)[CH2:7][CH2:6][CH2:5]2.[NH2:13][OH:14].CC([O-])=O.[Na+].O.